Dataset: Catalyst prediction with 721,799 reactions and 888 catalyst types from USPTO. Task: Predict which catalyst facilitates the given reaction. Reactant: [Cl:1][C:2]1[CH:7]=[CH:6][C:5]([CH2:8][CH2:9][CH2:10][C:11]([OH:13])=O)=[CH:4][CH:3]=1.S(Cl)(Cl)=O.[Cl-].[Al+3].[Cl-].[Cl-]. Product: [Cl:1][C:2]1[CH:3]=[C:4]2[C:5]([CH2:8][CH2:9][CH2:10][C:11]2=[O:13])=[CH:6][CH:7]=1. The catalyst class is: 2.